This data is from Reaction yield outcomes from USPTO patents with 853,638 reactions. The task is: Predict the reaction yield, written as a fraction of the theoretical maximum amount of product (1.0 means a 100% yield; for example, 0.34 means a 34% yield). The reactants are [Cl:1][C:2]1[N:7]=[C:6](Cl)[CH:5]=[C:4]([Cl:9])[N:3]=1.[CH3:10][N:11]1[C:15](B(O)O)=[CH:14][CH:13]=[N:12]1. No catalyst specified. The product is [Cl:1][C:2]1[N:3]=[C:4]([Cl:9])[CH:5]=[C:6]([C:15]2[N:11]([CH3:10])[N:12]=[CH:13][CH:14]=2)[N:7]=1. The yield is 0.510.